From a dataset of Forward reaction prediction with 1.9M reactions from USPTO patents (1976-2016). Predict the product of the given reaction. (1) Given the reactants [CH3:1][C:2]1([CH3:11])[O:6][C@@H:5]([C:7]([O:9]C)=[O:8])[CH2:4][O:3]1.[OH-].[K+:13], predict the reaction product. The product is: [K+:13].[CH3:1][C:2]1([CH3:11])[O:6][C@@H:5]([C:7]([O-:9])=[O:8])[CH2:4][O:3]1. (2) Given the reactants [NH2:1][C:2]1[C:7]([C:8]#[N:9])=[CH:6][N:5]=[C:4]([NH:10][C@H:11]2[CH2:16][CH2:15][C@H:14]([NH:17]C(=O)OC(C)(C)C)[CH2:13][CH2:12]2)[N:3]=1.[OH-:25].[Na+], predict the reaction product. The product is: [NH2:1][C:2]1[C:7]([C:8]([NH2:9])=[O:25])=[CH:6][N:5]=[C:4]([NH:10][C@H:11]2[CH2:16][CH2:15][C@H:14]([NH2:17])[CH2:13][CH2:12]2)[N:3]=1. (3) The product is: [F:13][C:14]([F:19])([F:18])[CH2:15][CH2:16][O:1][C:2]1[CH:3]=[C:4]2[C:9](=[CH:10][CH:11]=1)[C:8](=[O:12])[CH2:7][CH2:6][CH2:5]2. Given the reactants [OH:1][C:2]1[CH:3]=[C:4]2[C:9](=[CH:10][CH:11]=1)[C:8](=[O:12])[CH2:7][CH2:6][CH2:5]2.[F:13][C:14]([F:19])([F:18])[CH2:15][CH2:16]O.C1(P(C2C=CC=CC=2)C2C=CC=CC=2)C=CC=CC=1.CC(OC(/N=N/C(OC(C)C)=O)=O)C, predict the reaction product. (4) Given the reactants [Br:1][C:2]1[CH:3]=[C:4]([CH:7]=[CH:8][C:9]=1[OH:10])[C:5]#[N:6].[H-].[Na+].[CH2:13]([O:15][CH2:16]Cl)[CH3:14], predict the reaction product. The product is: [Br:1][C:2]1[CH:3]=[C:4]([CH:7]=[CH:8][C:9]=1[O:10][CH2:16][O:15][CH2:13][CH3:14])[C:5]#[N:6]. (5) Given the reactants [Br:1][C:2]1[N:7]=[CH:6][C:5](C=O)=[CH:4][CH:3]=1.C1(C)C=CC(S(O)(=O)=O)=CC=1.[CH:21](OC)([O:24][CH3:25])[O:22][CH3:23].C([O-])([O-])=O.[K+].[K+], predict the reaction product. The product is: [Br:1][C:2]1[CH:3]=[CH:4][C:5]([CH:21]([O:24][CH3:25])[O:22][CH3:23])=[CH:6][N:7]=1. (6) Given the reactants C(O[C:6](=O)[N:7]([CH2:9][CH:10]1[CH2:19][C:18]([OH:21])([CH3:20])[C:17]2[C:12](=[CH:13][C:14]([S:22]([C:25]3[CH:30]=[CH:29][CH:28]=[CH:27][CH:26]=3)(=[O:24])=[O:23])=[CH:15][CH:16]=2)[O:11]1)C)(C)(C)C.C(O)(C(F)(F)F)=O.FC(F)(F)C([O-])=O, predict the reaction product. The product is: [C:25]1([S:22]([C:14]2[CH:13]=[C:12]3[C:17]([C:18]([CH3:20])([OH:21])[CH2:19][CH:10]([CH2:9][NH:7][CH3:6])[O:11]3)=[CH:16][CH:15]=2)(=[O:23])=[O:24])[CH:26]=[CH:27][CH:28]=[CH:29][CH:30]=1.